This data is from Forward reaction prediction with 1.9M reactions from USPTO patents (1976-2016). The task is: Predict the product of the given reaction. (1) Given the reactants [CH:1]1(/[CH:6]=[C:7]2/[C:8](=O)[C:9]3[CH:10]=[CH:11][C:12]([C:17]([O:19][CH2:20][CH3:21])=[O:18])=[N:13][C:14]=3[CH2:15][CH2:16]/2)[CH2:5][CH2:4][CH2:3][CH2:2]1.Cl.[Cl:24][C:25]1[CH:32]=[C:31]([NH:33][NH2:34])[CH:30]=[CH:29][C:26]=1[C:27]#[N:28], predict the reaction product. The product is: [Cl:24][C:25]1[CH:32]=[C:31]([N:33]2[CH:6]([CH:1]3[CH2:5][CH2:4][CH2:3][CH2:2]3)[CH:7]3[C:8]([C:9]4[CH:10]=[CH:11][C:12]([C:17]([O:19][CH2:20][CH3:21])=[O:18])=[N:13][C:14]=4[CH2:15][CH2:16]3)=[N:34]2)[CH:30]=[CH:29][C:26]=1[C:27]#[N:28]. (2) Given the reactants [Si:1]([O:8][CH2:9][C@:10]1([CH3:30])[S:16][CH2:15][CH2:14][N:13]2[C:17]([C:20]3([C:23]4[CH:28]=[CH:27][C:26](Cl)=[CH:25][CH:24]=4)[CH2:22][CH2:21]3)=[N:18][N:19]=[C:12]2[CH2:11]1)([C:4]([CH3:7])([CH3:6])[CH3:5])([CH3:3])[CH3:2].[CH3:31][N:32]1[CH:36]=[C:35](B2OC(C)(C)C(C)(C)O2)[CH:34]=[N:33]1.C1(P(C2CCCCC2)C2CCCCC2)CCCCC1.P([O-])([O-])([O-])=O.[K+].[K+].[K+], predict the reaction product. The product is: [Si:1]([O:8][CH2:9][C@:10]1([CH3:30])[S:16][CH2:15][CH2:14][N:13]2[C:17]([C:20]3([C:23]4[CH:28]=[CH:27][C:26]([C:35]5[CH:34]=[N:33][N:32]([CH3:31])[CH:36]=5)=[CH:25][CH:24]=4)[CH2:22][CH2:21]3)=[N:18][N:19]=[C:12]2[CH2:11]1)([C:4]([CH3:7])([CH3:6])[CH3:5])([CH3:3])[CH3:2]. (3) Given the reactants C(OC(=O)[NH:7][C:8]1[CH:17]=[CH:16][CH:15]=[C:14]2[C:9]=1[CH2:10][CH2:11][N:12]([CH2:19][CH:20]1[CH2:22][CH2:21]1)[C:13]2=[O:18])(C)(C)C.[ClH:24], predict the reaction product. The product is: [ClH:24].[NH2:7][C:8]1[CH:17]=[CH:16][CH:15]=[C:14]2[C:9]=1[CH2:10][CH2:11][N:12]([CH2:19][CH:20]1[CH2:21][CH2:22]1)[C:13]2=[O:18]. (4) The product is: [F:20][C:21]1[CH:27]=[CH:26][C:24]([NH:25][C:2]2[CH:7]=[CH:6][C:5]([O:8][C:9]3[CH:14]=[CH:13][CH:12]=[C:11]([N:15]4[CH2:19][CH2:18][CH2:17][CH2:16]4)[CH:10]=3)=[CH:4][N:3]=2)=[CH:23][C:22]=1[O:28][CH3:29]. Given the reactants Cl[C:2]1[CH:7]=[CH:6][C:5]([O:8][C:9]2[CH:14]=[CH:13][CH:12]=[C:11]([N:15]3[CH2:19][CH2:18][CH2:17][CH2:16]3)[CH:10]=2)=[CH:4][N:3]=1.[F:20][C:21]1[CH:27]=[CH:26][C:24]([NH2:25])=[CH:23][C:22]=1[O:28][CH3:29].C1(P(C2C=CC=CC=2)C2C3OC4C(=CC=CC=4P(C4C=CC=CC=4)C4C=CC=CC=4)C(C)(C)C=3C=CC=2)C=CC=CC=1.C(=O)([O-])[O-].[Cs+].[Cs+], predict the reaction product.